From a dataset of Full USPTO retrosynthesis dataset with 1.9M reactions from patents (1976-2016). Predict the reactants needed to synthesize the given product. (1) Given the product [I:1][C:2]1[C:10]([C:11]([F:14])([F:13])[F:12])=[CH:9][CH:8]=[CH:7][C:3]=1[C:4]([Cl:17])=[O:5], predict the reactants needed to synthesize it. The reactants are: [I:1][C:2]1[C:10]([C:11]([F:14])([F:13])[F:12])=[CH:9][CH:8]=[CH:7][C:3]=1[C:4](O)=[O:5].S(Cl)([Cl:17])=O. (2) Given the product [C:23]([CH2:12][C@H:13]([NH:15][C:16](=[O:17])[O:18][C:19]([CH3:20])([CH3:21])[CH3:22])[CH3:14])#[N:24], predict the reactants needed to synthesize it. The reactants are: CC1C=CC(S(O[CH2:12][C@H:13]([NH:15][C:16]([O:18][C:19]([CH3:22])([CH3:21])[CH3:20])=[O:17])[CH3:14])(=O)=O)=CC=1.[C:23]([Na])#[N:24]. (3) Given the product [Cl:1][C:2]1[C:7]([C:8]([C:10]2[S:11][CH:12]=[CH:13][CH:14]=2)=[O:9])=[CH:6][N:5]=[C:4]([O:15][C:16]2[CH:21]=[CH:20][CH:19]=[CH:18][C:17]=2[Cl:22])[N:3]=1, predict the reactants needed to synthesize it. The reactants are: [Cl:1][C:2]1[C:7]([CH:8]([C:10]2[S:11][CH:12]=[CH:13][CH:14]=2)[OH:9])=[CH:6][N:5]=[C:4]([O:15][C:16]2[CH:21]=[CH:20][CH:19]=[CH:18][C:17]=2[Cl:22])[N:3]=1.